From a dataset of Reaction yield outcomes from USPTO patents with 853,638 reactions. Predict the reaction yield, written as a fraction of the theoretical maximum amount of product (1.0 means a 100% yield; for example, 0.34 means a 34% yield). (1) The reactants are C([O:4][C:5]1[CH:10]=[CH:9][C:8]([S:11]([N:14]([CH2:24][C:25]2[CH:34]=[CH:33][C:28]([C:29]([O:31]C)=[O:30])=[CH:27][CH:26]=2)[CH2:15][C:16]2[CH:21]=[CH:20][CH:19]=[CH:18][C:17]=2[O:22][CH3:23])(=[O:13])=[O:12])=[CH:7][CH:6]=1)(=O)C.[OH-].[Na+]. The catalyst is C1COCC1. The product is [OH:4][C:5]1[CH:6]=[CH:7][C:8]([S:11]([N:14]([CH2:24][C:25]2[CH:26]=[CH:27][C:28]([C:29]([OH:31])=[O:30])=[CH:33][CH:34]=2)[CH2:15][C:16]2[CH:21]=[CH:20][CH:19]=[CH:18][C:17]=2[O:22][CH3:23])(=[O:12])=[O:13])=[CH:9][CH:10]=1. The yield is 0.150. (2) The reactants are [F:1][C:2]1[CH:7]=[CH:6][CH:5]=[CH:4][C:3]=1[C:8]1[CH:13]=[C:12]([F:14])[CH:11]=[CH:10][C:9]=1[N+:15]([O-])=O.C1(P(C2C=CC=CC=2)C2C=CC=CC=2)C=CC=CC=1. The catalyst is ClC1C=CC=CC=1Cl. The product is [F:14][C:12]1[CH:11]=[CH:10][C:9]2[NH:15][C:4]3[C:3]([C:8]=2[CH:13]=1)=[C:2]([F:1])[CH:7]=[CH:6][CH:5]=3. The yield is 0.510. (3) The reactants are [CH2:1](Br)[CH:2]=[CH2:3].[CH2:5]([NH:12][C:13](=[O:35])[N:14]([C:16]1[CH:17]=[C:18]([C:22]2[CH:27]=[CH:26][C:25]([CH2:28][C@H:29]([OH:34])[C:30]([O:32][CH3:33])=[O:31])=[CH:24][CH:23]=2)[CH:19]=[CH:20][CH:21]=1)[CH3:15])[CH2:6][CH2:7][CH2:8][CH2:9][CH2:10][CH3:11]. The catalyst is C(OCC)C.[Ag]=O. The product is [CH2:1]([O:34][C@@H:29]([CH2:28][C:25]1[CH:24]=[CH:23][C:22]([C:18]2[CH:19]=[CH:20][CH:21]=[C:16]([N:14]([CH3:15])[C:13]([NH:12][CH2:5][CH2:6][CH2:7][CH2:8][CH2:9][CH2:10][CH3:11])=[O:35])[CH:17]=2)=[CH:27][CH:26]=1)[C:30]([O:32][CH3:33])=[O:31])[CH:2]=[CH2:3]. The yield is 0.820. (4) The reactants are [Si]([O:8][C@H:9]1[CH2:36][C:14]2[N:15]([CH3:35])[C:16](=[O:34])[C:17]([NH:19][C:20]3[CH:25]=[CH:24][C:23]([C:26]([N:28]4[CH2:33][CH2:32][O:31][CH2:30][CH2:29]4)=[O:27])=[CH:22][N:21]=3)=[CH:18][C:13]=2[C:12]2[CH:37]=[CH:38][CH:39]=[C:40]([N:41]3[N:50]=[CH:49][C:48]4[C:43](=[C:44]([F:55])[CH:45]=[C:46]([C:51]([CH3:54])([CH3:53])[CH3:52])[CH:47]=4)[C:42]3=[O:56])[C:11]=2[CH2:10]1)(C(C)(C)C)(C)C.C1COCC1.[F-].C([N+](CCCC)(CCCC)CCCC)CCC.O. The catalyst is ClCCl.CCOCC. The product is [C:51]([C:46]1[CH:47]=[C:48]2[C:43](=[C:44]([F:55])[CH:45]=1)[C:42](=[O:56])[N:41]([C:40]1[C:11]3[CH2:10][C@@H:9]([OH:8])[CH2:36][C:14]4[N:15]([CH3:35])[C:16](=[O:34])[C:17]([NH:19][C:20]5[CH:25]=[CH:24][C:23]([C:26]([N:28]6[CH2:29][CH2:30][O:31][CH2:32][CH2:33]6)=[O:27])=[CH:22][N:21]=5)=[CH:18][C:13]=4[C:12]=3[CH:37]=[CH:38][CH:39]=1)[N:50]=[CH:49]2)([CH3:54])([CH3:52])[CH3:53]. The yield is 0.590.